Dataset: Full USPTO retrosynthesis dataset with 1.9M reactions from patents (1976-2016). Task: Predict the reactants needed to synthesize the given product. (1) Given the product [N:14]1([C:4]2[N:5]=[C:6]([N:8]3[CH2:13][CH2:12][O:11][CH2:10][CH2:9]3)[N:7]=[C:2]([C:28]3[CH:27]=[CH:26][C:25]([NH:24][C:22]([NH:21][CH3:20])=[O:23])=[CH:30][CH:29]=3)[N:3]=2)[CH2:19][CH2:18][O:17][CH2:16][CH2:15]1, predict the reactants needed to synthesize it. The reactants are: Cl[C:2]1[N:7]=[C:6]([N:8]2[CH2:13][CH2:12][O:11][CH2:10][CH2:9]2)[N:5]=[C:4]([N:14]2[CH2:19][CH2:18][O:17][CH2:16][CH2:15]2)[N:3]=1.[CH3:20][NH:21][C:22]([NH:24][C:25]1[CH:30]=[CH:29][C:28](B2OC(C)(C)C(C)(C)O2)=[CH:27][CH:26]=1)=[O:23]. (2) Given the product [CH3:1][CH2:2][CH2:3][C:4]1[C:5]2[N:14]=[C:13]([C:15]3[CH:16]=[C:17]([S:24]([N:27]4[CH2:32][CH2:31][N:30]([CH3:33])[CH2:29][CH2:28]4)(=[O:25])=[O:26])[CH:18]=[CH:19][C:20]=3[O:21][CH2:22][CH3:23])[NH:12][C:10](=[O:11])[C:6]=2[N:7]([CH3:9])[N:8]=1.[S:61]([O-:63])(=[O:73])(=[O:62])[CH3:54], predict the reactants needed to synthesize it. The reactants are: [CH3:1][CH2:2][CH2:3][C:4]1[C:5]2[N:14]=[C:13]([C:15]3[CH:16]=[C:17]([S:24]([N:27]4[CH2:32][CH2:31][N:30]([CH3:33])[CH2:29][CH2:28]4)(=[O:26])=[O:25])[CH:18]=[CH:19][C:20]=3[O:21][CH2:22][CH3:23])[NH:12][C:10](=[O:11])[C:6]=2[N:7]([CH3:9])[N:8]=1.C([O-])(=O)C.CCCC1C2N=C(C3C=[C:54]([S:61](N4CCN(C)CC4)(=[O:63])=[O:62])C=CC=3OCC)NC(=O)C=2N(C)N=1.C(C(O)(C(O)=O)CC(O)=O)C(O)=[O:73]. (3) Given the product [Cl:15][C:12]1[CH:11]=[C:8]([CH:7]=[C:6]([O:5][CH2:3][CH3:4])[C:13]=1[OH:14])[CH:9]=[O:10], predict the reactants needed to synthesize it. The reactants are: [OH-].[Na+].[CH2:3]([O:5][C:6]1[CH:7]=[C:8]([CH:11]=[CH:12][C:13]=1[OH:14])[CH:9]=[O:10])[CH3:4].[Cl:15]N1C(=O)CCC1=O.[Cl-].[NH4+]. (4) The reactants are: [CH2:1]([C:3]1[CH:4]=[C:5]2[NH:10][CH:9]=[C:8]([C:11]([OH:13])=O)[C:7](=[O:14])[N:6]2[CH:15]=1)[CH3:2].CCCP1(OP(CCC)(=O)OP(CCC)(=O)O1)=O.N1C=CC=CC=1.[NH2:40][C:41]1[C:42]([C:52]([CH3:55])([CH3:54])[CH3:53])=[CH:43][C:44]([C:48]([CH3:51])([CH3:50])[CH3:49])=[C:45]([OH:47])[CH:46]=1. Given the product [C:52]([C:42]1[CH:43]=[C:44]([C:48]([CH3:51])([CH3:50])[CH3:49])[C:45]([OH:47])=[CH:46][C:41]=1[NH:40][C:11]([C:8]1[C:7](=[O:14])[N:6]2[CH:15]=[C:3]([CH2:1][CH3:2])[CH:4]=[C:5]2[NH:10][CH:9]=1)=[O:13])([CH3:55])([CH3:53])[CH3:54], predict the reactants needed to synthesize it.